This data is from Full USPTO retrosynthesis dataset with 1.9M reactions from patents (1976-2016). The task is: Predict the reactants needed to synthesize the given product. (1) Given the product [Br:22][C:21]1[C:20]2[C:18](=[O:19])[N:28]([CH2:27][CH2:26][CH2:25][O:24][CH3:23])[C:15](=[O:16])[C:5]3=[CH:6][C:7]([Br:14])=[C:8]4[C:3]([C:4]=23)=[C:2]([C:12](=[O:13])[N:28]([CH2:27][CH2:26][CH2:25][O:24][CH3:23])[C:9]4=[O:11])[CH:1]=1, predict the reactants needed to synthesize it. The reactants are: [CH:1]1[C:21]([Br:22])=[C:20]2[C:4]3[C:5]([C:15](O[C:18]2=[O:19])=[O:16])=[CH:6][C:7]([Br:14])=[C:8]2[C:9]([O:11][C:12](=[O:13])[C:2]=1[C:3]=32)=O.[CH3:23][O:24][CH2:25][CH2:26][CH2:27][NH2:28]. (2) Given the product [Br:1][C:2]1[C:10]([F:11])=[CH:9][C:5]([C:6]([O:8][CH3:20])=[O:7])=[C:4]([F:12])[CH:3]=1, predict the reactants needed to synthesize it. The reactants are: [Br:1][C:2]1[C:10]([F:11])=[CH:9][C:5]([C:6]([OH:8])=[O:7])=[C:4]([F:12])[CH:3]=1.S(=O)(=O)(O)O.N#N.[CH3:20]O.